From a dataset of Catalyst prediction with 721,799 reactions and 888 catalyst types from USPTO. Predict which catalyst facilitates the given reaction. (1) Reactant: C([O:3][C:4](=[O:34])[CH2:5][C:6]1[C:7]([CH3:33])=[C:8]([S:16][C:17]2[CH:22]=[CH:21][C:20]([S:23]([N:26]3[CH2:31][CH2:30][O:29][CH2:28][CH2:27]3)(=[O:25])=[O:24])=[CH:19][C:18]=2[F:32])[N:9]2[C:14]=1[CH:13]=[CH:12][C:11]([F:15])=[CH:10]2)C.[OH-].[Na+]. Product: [F:15][C:11]1[CH:12]=[CH:13][C:14]2[N:9]([C:8]([S:16][C:17]3[CH:22]=[CH:21][C:20]([S:23]([N:26]4[CH2:31][CH2:30][O:29][CH2:28][CH2:27]4)(=[O:25])=[O:24])=[CH:19][C:18]=3[F:32])=[C:7]([CH3:33])[C:6]=2[CH2:5][C:4]([OH:34])=[O:3])[CH:10]=1. The catalyst class is: 5. (2) Reactant: [C:1]1([S:7](Cl)(=[O:9])=[O:8])[CH:6]=[CH:5][CH:4]=[CH:3][CH:2]=1.C(N(CC)CC)C.[NH:18]1[CH2:23][CH2:22][CH:21]([CH2:24][N:25]2[C:33]3[C:28](=[CH:29][C:30]([C:34]4[CH:35]=[N:36][N:37]([CH:39]5[CH2:44][CH2:43][CH2:42][CH2:41][O:40]5)[CH:38]=4)=[CH:31][CH:32]=3)[CH:27]=[N:26]2)[CH2:20][CH2:19]1.CO. Product: [C:1]1([S:7]([N:18]2[CH2:23][CH2:22][CH:21]([CH2:24][N:25]3[C:33]4[C:28](=[CH:29][C:30]([C:34]5[CH:35]=[N:36][N:37]([CH:39]6[CH2:44][CH2:43][CH2:42][CH2:41][O:40]6)[CH:38]=5)=[CH:31][CH:32]=4)[CH:27]=[N:26]3)[CH2:20][CH2:19]2)(=[O:9])=[O:8])[CH:6]=[CH:5][CH:4]=[CH:3][CH:2]=1. The catalyst class is: 46. (3) Reactant: C[O:2][C:3]([C:5]1[CH:10]=[CH:9][N:8]=[C:7]2[NH:11][C:12]([C:14]3[CH:18]=[CH:17][O:16][CH:15]=3)=[N:13][C:6]=12)=[O:4].O[Li].O. Product: [O:16]1[CH:17]=[CH:18][C:14]([C:12]2[NH:11][C:7]3=[N:8][CH:9]=[CH:10][C:5]([C:3]([OH:4])=[O:2])=[C:6]3[N:13]=2)=[CH:15]1. The catalyst class is: 20.